Dataset: Full USPTO retrosynthesis dataset with 1.9M reactions from patents (1976-2016). Task: Predict the reactants needed to synthesize the given product. Given the product [OH:9][CH2:10][CH2:12][N:13]1[CH2:22][CH2:21][C:20]2[C:15](=[CH:16][CH:17]=[CH:18][CH:19]=2)[CH2:14]1, predict the reactants needed to synthesize it. The reactants are: [H-].[H-].[H-].[H-].[Li+].[Al+3].C([O:9][C:10]([CH2:12][N:13]1[CH2:22][CH2:21][C:20]2[C:15](=[CH:16][CH:17]=[CH:18][CH:19]=2)[CH2:14]1)=O)C.